Binary Classification. Given a drug SMILES string, predict its activity (active/inactive) in a high-throughput screening assay against a specified biological target. From a dataset of KCNQ2 potassium channel screen with 302,405 compounds. (1) The molecule is O(C(=O)N\N=C1/CCc2c1cccc2)CC. The result is 0 (inactive). (2) The compound is S(=O)(=O)(N1CCOCC1)c1cc(c(F)cc1)C(=O)Nc1c(cccc1)C. The result is 0 (inactive). (3) The molecule is S(=O)(=O)(N1CCOCC1)c1cc(NC(=O)c2sc3CCCCc3c2)c(OC)cc1. The result is 0 (inactive). (4) The compound is O(c1cc2C(N(CCc2cc1OC)C(=O)c1cc([N+]([O-])=O)ccc1)C)C. The result is 0 (inactive). (5) The molecule is S(=O)(=O)(Nc1ccc(cc1)C(=O)C)c1cc2N(CCOc2cc1)C(=O)C. The result is 0 (inactive). (6) The molecule is O=C(NC(c1ccc(cc1)CC)C)Cn1c2n(c(=O)n(c(=O)c2nc1)C)C. The result is 0 (inactive). (7) The compound is S1(=O)(=O)N=C(Nc2c1cccc2)CC1(CCCC1)CC(=O)NCCc1c(OC)ccc(OC)c1. The result is 0 (inactive). (8) The molecule is Brc1ccc(CN2CCN(C(=O)CC2)CCO)cc1. The result is 0 (inactive). (9) The molecule is S(CC(=O)NCCC=1CCCCC1)c1ncccn1. The result is 0 (inactive).